This data is from Reaction yield outcomes from USPTO patents with 853,638 reactions. The task is: Predict the reaction yield, written as a fraction of the theoretical maximum amount of product (1.0 means a 100% yield; for example, 0.34 means a 34% yield). (1) The product is [CH3:1][NH:2][C:3]([C:5]1[S:6][C:7]([C:11]([CH3:14])([CH3:13])[CH3:12])=[CH:8][C:9]=1[NH:10][C:23]([NH:22][C:19]1[CH:20]=[CH:21][C:16]([F:15])=[CH:17][CH:18]=1)=[O:24])=[O:4]. The yield is 0.810. The catalyst is C1(C)C=CC=CC=1. The reactants are [CH3:1][NH:2][C:3]([C:5]1[S:6][C:7]([C:11]([CH3:14])([CH3:13])[CH3:12])=[CH:8][C:9]=1[NH2:10])=[O:4].[F:15][C:16]1[CH:21]=[CH:20][C:19]([N:22]=[C:23]=[O:24])=[CH:18][CH:17]=1. (2) The reactants are [CH2:1]([NH:8][C:9](=[O:29])[CH2:10][CH2:11][C:12]1[C:17]([C:18]2[CH:23]=[CH:22][C:21]([N+:24]([O-])=O)=[CH:20][CH:19]=2)=[C:16]([NH2:27])[N:15]=[C:14]([NH2:28])[N:13]=1)[C:2]1[CH:7]=[CH:6][CH:5]=[CH:4][CH:3]=1.[Cl:30][C:31]1[CH:38]=[CH:37][C:34]([CH:35]=O)=[CH:33][CH:32]=1.C(O)(=O)C.[BH3-]C#N.[Na+]. The catalyst is CO.C([O-])(O)=O.[Na+]. The product is [CH2:1]([NH:8][C:9](=[O:29])[CH2:10][CH2:11][C:12]1[C:17]([C:18]2[CH:23]=[CH:22][C:21]([NH:24][CH2:35][C:34]3[CH:37]=[CH:38][C:31]([Cl:30])=[CH:32][CH:33]=3)=[CH:20][CH:19]=2)=[C:16]([NH2:27])[N:15]=[C:14]([NH2:28])[N:13]=1)[C:2]1[CH:7]=[CH:6][CH:5]=[CH:4][CH:3]=1. The yield is 0.180. (3) The reactants are FC1C=C(C2ON=C(C(N3C[C@H](CC(C)C)NC(=O)[C@@H]3CC(C)C)=O)C=2)C=CC=1F.[CH:31]1([C@@H:36]2[NH:41][C:40](=[O:42])[C@H:39]([CH2:43][CH:44]([CH3:46])[CH3:45])[NH:38][CH2:37]2)[CH2:35][CH2:34][CH2:33][CH2:32]1.[C:47]([C:49]1[CH:54]=[CH:53][C:52]([C:55]2[O:59][N:58]=[C:57]([C:60](O)=[O:61])[CH:56]=2)=[CH:51][CH:50]=1)#[N:48]. No catalyst specified. The product is [CH:31]1([C@H:36]2[CH2:37][N:38]([C:60]([C:57]3[CH:56]=[C:55]([C:52]4[CH:53]=[CH:54][C:49]([C:47]#[N:48])=[CH:50][CH:51]=4)[O:59][N:58]=3)=[O:61])[C@@H:39]([CH2:43][CH:44]([CH3:46])[CH3:45])[C:40](=[O:42])[NH:41]2)[CH2:32][CH2:33][CH2:34][CH2:35]1. The yield is 0.393. (4) The reactants are [ClH:1].CC(C1C=C(C=C(C(C)(C)C)C=1O)C(N[C:12]1[CH:17]=[CH:16][C:15]([NH:18][C:19]([C:21]2[S:22][CH:23]=[CH:24][CH:25]=2)=[NH:20])=[CH:14][CH:13]=1)=O)(C)C.NC1C=CC([C:41]([NH:43][NH:44][C:45]([NH:47][C:48]2[CH:53]=[C:52]([C:54]([CH3:57])([CH3:56])[CH3:55])[C:51]([OH:58])=[C:50]([C:59]([CH3:62])([CH3:61])[CH3:60])[CH:49]=2)=[O:46])=[O:42])=CC=1.CC(C1C=C(C=C(C(C)(C)C)C=1O)C(NC1C=CC(N)=CC=1)=O)(C)C. No catalyst specified. The product is [ClH:1].[CH3:57][C:54]([C:52]1[CH:53]=[C:48]([NH:47][C:45]([NH:44][NH:43][C:41]([C:12]2[CH:17]=[CH:16][C:15]([NH:18][C:19]([C:21]3[S:22][CH:23]=[CH:24][CH:25]=3)=[NH:20])=[CH:14][CH:13]=2)=[O:42])=[O:46])[CH:49]=[C:50]([C:59]([CH3:60])([CH3:61])[CH3:62])[C:51]=1[OH:58])([CH3:55])[CH3:56]. The yield is 0.580. (5) The reactants are [CH3:1][O:2][C:3]1[CH:4]=[C:5]([CH:8]=[C:9]([O:11][CH3:12])[CH:10]=1)[CH:6]=[O:7].[Br:13]Br. The catalyst is C(O)(=O)C. The product is [Br:13][C:8]1[C:9]([O:11][CH3:12])=[CH:10][C:3]([O:2][CH3:1])=[CH:4][C:5]=1[CH:6]=[O:7]. The yield is 0.660. (6) The reactants are O[CH2:2][C:3]1[C-:4]([N:8]([CH3:10])[CH3:9])[CH:5]=[CH:6][CH:7]=1.[CH-:11]1[CH:15]=[CH:14][CH:13]=[CH:12]1.[Fe+2:16].C([C:19]1[NH:20][CH:21]=[CH:22][N:23]=1)([C:19]1[NH:20][CH:21]=[CH:22][N:23]=1)=O.C(Cl)Cl. The catalyst is CCOC(C)=O.CO.CCN(CC)CC. The product is [NH:20]1[CH:21]=[CH:22][N:23]=[C:19]1[CH2:2][C:3]1[C-:4]([N:8]([CH3:10])[CH3:9])[CH:5]=[CH:6][CH:7]=1.[CH-:11]1[CH:15]=[CH:14][CH:13]=[CH:12]1.[Fe+2:16]. The yield is 0.530. (7) The reactants are [N+](=C)=[N-].C1(C2C=CC=CC=2)C=CC=CC=1.[C:16](O)(=[O:24])[CH2:17][CH2:18][CH2:19][CH2:20][C:21]([OH:23])=[O:22]. No catalyst specified. The product is [O:24]=[CH:16][CH2:17][CH2:18][CH2:19][CH2:20][C:21]([OH:23])=[O:22]. The yield is 0.180. (8) The reactants are [CH2:1]([O:3][C:4](=[O:26])[CH2:5][NH:6][C:7](=[O:25])[CH2:8][CH2:9][CH2:10][CH2:11][CH2:12][CH2:13][CH2:14][CH2:15][CH2:16][CH2:17][CH2:18][CH2:19][CH2:20][CH2:21][CH2:22][CH2:23][CH3:24])[CH3:2].CN1C=CN=C1.[C:33](Cl)(=[O:49])[CH2:34][CH2:35][CH2:36][CH2:37][CH2:38][CH2:39][CH2:40][CH2:41][CH2:42][CH2:43][CH2:44][CH2:45][CH2:46][CH2:47][CH3:48].C(N(CCCC)CCCC)CCC. The catalyst is [Ti](Cl)(Cl)(Cl)Cl.O.C(Cl)Cl. The product is [C:7]([NH:6][CH:5]([C:33](=[O:49])[CH2:34][CH2:35][CH2:36][CH2:37][CH2:38][CH2:39][CH2:40][CH2:41][CH2:42][CH2:43][CH2:44][CH2:45][CH2:46][CH2:47][CH3:48])[C:4]([O:3][CH2:1][CH3:2])=[O:26])(=[O:25])[CH2:8][CH2:9][CH2:10][CH2:11][CH2:12][CH2:13][CH2:14][CH2:15][CH2:16][CH2:17][CH2:18][CH2:19][CH2:20][CH2:21][CH2:22][CH2:23][CH3:24]. The yield is 0.540.